Dataset: Reaction yield outcomes from USPTO patents with 853,638 reactions. Task: Predict the reaction yield, written as a fraction of the theoretical maximum amount of product (1.0 means a 100% yield; for example, 0.34 means a 34% yield). (1) The product is [F:30][C:29]([F:31])([F:32])[C:20]1[CH:21]=[C:22]([C:25]([F:28])([F:26])[F:27])[CH:23]=[CH:24][C:19]=1[CH2:18][O:10][C:9]1[CH:8]=[CH:7][C:4]([CH:5]=[O:6])=[CH:3][C:2]=1[OH:1]. The yield is 0.490. The reactants are [OH:1][C:2]1[CH:3]=[C:4]([CH:7]=[CH:8][C:9]=1[OH:10])[CH:5]=[O:6].C(=O)([O-])[O-].[K+].[K+].Br[CH2:18][C:19]1[CH:24]=[CH:23][C:22]([C:25]([F:28])([F:27])[F:26])=[CH:21][C:20]=1[C:29]([F:32])([F:31])[F:30].[Cl-].[NH4+]. The catalyst is CN(C=O)C. (2) The reactants are [Cl:1][C:2]1[CH:3]=[C:4]([OH:11])[C:5](=[CH:9][CH:10]=1)[C:6]([OH:8])=[O:7].S(=O)(=O)(O)O.[C:17](OC(=O)C)(=[O:19])[CH3:18]. No catalyst specified. The product is [C:17]([O:11][C:4]1[CH:3]=[C:2]([Cl:1])[CH:10]=[CH:9][C:5]=1[C:6]([OH:8])=[O:7])(=[O:19])[CH3:18]. The yield is 0.881. (3) The reactants are [CH3:1][C@@H:2]1[CH2:6][CH2:5][CH2:4][N:3]1[CH2:7][C@@H:8]1[CH2:12][CH2:11][CH2:10][N:9]1[C:13]([C:15]1[CH:20]=[CH:19][C:18](B2OC(C)(C)C(C)(C)O2)=[CH:17][CH:16]=1)=[O:14].Br[C:31]1[S:35][C:34]([C:36]([N:38]2[CH2:43][CH2:42][CH2:41][CH2:40][CH2:39]2)=[O:37])=[CH:33][CH:32]=1. No catalyst specified. The product is [CH3:1][C@@H:2]1[CH2:6][CH2:5][CH2:4][N:3]1[CH2:7][C@@H:8]1[CH2:12][CH2:11][CH2:10][N:9]1[C:13]([C:15]1[CH:20]=[CH:19][C:18]([C:31]2[S:35][C:34]([C:36]([N:38]3[CH2:43][CH2:42][CH2:41][CH2:40][CH2:39]3)=[O:37])=[CH:33][CH:32]=2)=[CH:17][CH:16]=1)=[O:14]. The yield is 0.480. (4) The reactants are [C:1]([C:3]1[O:4][C:5]2[C:11]([C:12]3[CH:35]=[CH:34][C:15]([O:16][CH2:17][C:18]4[CH:19]=[C:20]([CH:31]=[CH:32][CH:33]=4)[C:21]([N:23]4[CH2:30][CH2:29][CH2:28][C@H:24]4[C:25]([OH:27])=[O:26])=[O:22])=[CH:14][CH:13]=3)=[CH:10][C:9]([F:36])=[C:8]([F:37])[C:6]=2[CH:7]=1)#[N:2].C([O-])(=[O:40])C.[Na+].Cl.NO.C(OC(=O)C)(=O)C. The catalyst is C(O)(=O)C. The product is [F:37][C:8]1[C:6]2[CH:7]=[C:3]([CH:1]=[N:2][OH:40])[O:4][C:5]=2[C:11]([C:12]2[CH:13]=[CH:14][C:15]([O:16][CH2:17][C:18]3[CH:19]=[C:20]([CH:31]=[CH:32][CH:33]=3)[C:21]([N:23]3[CH2:30][CH2:29][CH2:28][C@H:24]3[C:25]([OH:27])=[O:26])=[O:22])=[CH:34][CH:35]=2)=[CH:10][C:9]=1[F:36]. The yield is 0.150. (5) The reactants are Br[C:2]1[CH:3]=[CH:4][C:5]([O:16][CH3:17])=[C:6]([S:8]([NH:11][C:12]([CH3:15])([CH3:14])[CH3:13])(=[O:10])=[O:9])[CH:7]=1.[CH3:18][C:19]1([CH3:35])[C:23]([CH3:25])([CH3:24])[O:22][B:21]([B:21]2[O:22][C:23]([CH3:25])([CH3:24])[C:19]([CH3:35])([CH3:18])[O:20]2)[O:20]1.C([O-])(=O)C.[K+].C(Cl)Cl. The catalyst is O1CCOCC1. The product is [C:12]([NH:11][S:8]([C:6]1[CH:7]=[C:2]([B:21]2[O:22][C:23]([CH3:25])([CH3:24])[C:19]([CH3:35])([CH3:18])[O:20]2)[CH:3]=[CH:4][C:5]=1[O:16][CH3:17])(=[O:10])=[O:9])([CH3:15])([CH3:14])[CH3:13]. The yield is 0.870. (6) The reactants are C(OC([N:11]1[CH2:16][CH:15]=[C:14]([C:17]2([C:20]([O:22][C:23]([CH3:26])([CH3:25])[CH3:24])=[O:21])[CH2:19][CH2:18]2)[CH2:13][CH2:12]1)=O)C1C=CC=CC=1. The catalyst is CO.CCOC(C)=O.[OH-].[OH-].[Pd+2]. The product is [C:23]([O:22][C:20]([C:17]1([CH:14]2[CH2:15][CH2:16][NH:11][CH2:12][CH2:13]2)[CH2:18][CH2:19]1)=[O:21])([CH3:26])([CH3:24])[CH3:25]. The yield is 0.980. (7) The product is [NH2:15][C:8]1[C:9]([C:11]([F:12])([F:13])[F:14])=[CH:10][C:5]([C:1]([CH3:2])([CH3:3])[CH3:4])=[C:6]([OH:18])[CH:7]=1. The catalyst is CCO.[Pd]. The yield is 0.520. The reactants are [C:1]([C:5]1[CH:10]=[C:9]([C:11]([F:14])([F:13])[F:12])[C:8]([N+:15]([O-])=O)=[CH:7][C:6]=1[O:18]CC1C=CC=CC=1)([CH3:4])([CH3:3])[CH3:2].C([O-])=O.[NH4+]. (8) The reactants are CON(C)[C:4]([C@@H:6]1[CH2:11][CH2:10][C@H:9]([CH2:12][NH:13][C:14](=[O:20])[O:15][C:16]([CH3:19])([CH3:18])[CH3:17])[CH2:8][CH2:7]1)=[O:5].[CH2:22]([Mg]Br)[CH2:23][C:24]1[CH:29]=[CH:28][CH:27]=[CH:26][CH:25]=1. The catalyst is O1CCCC1. The product is [C:24]1([CH2:23][CH2:22][C:4]([C@@H:6]2[CH2:7][CH2:8][C@H:9]([CH2:12][NH:13][C:14](=[O:20])[O:15][C:16]([CH3:17])([CH3:18])[CH3:19])[CH2:10][CH2:11]2)=[O:5])[CH:29]=[CH:28][CH:27]=[CH:26][CH:25]=1. The yield is 0.680. (9) The reactants are [CH3:1][S:2][CH:3]([C:5]1[CH:6]=[CH:7][C:8]([C:11]([Cl:14])([Cl:13])[Cl:12])=[N:9][CH:10]=1)[CH3:4].[N:15]#[C:16][NH2:17].C(O)(=O)C.C(O)(=O)C.IC1C=CC=CC=1. The catalyst is C1COCC1. The product is [CH3:1][S:2]([CH:3]([C:5]1[CH:10]=[N:9][C:8]([C:11]([Cl:14])([Cl:13])[Cl:12])=[CH:7][CH:6]=1)[CH3:4])=[N:17][C:16]#[N:15]. The yield is 0.400.